This data is from Reaction yield outcomes from USPTO patents with 853,638 reactions. The task is: Predict the reaction yield, written as a fraction of the theoretical maximum amount of product (1.0 means a 100% yield; for example, 0.34 means a 34% yield). (1) The reactants are [N:1]1([C:7]2[CH:12]=[CH:11][C:10]([NH:13][C:14]3[C:15]4[N:16]([CH:30]=[CH:31][N:32]=4)[C:17]([C:20]4[CH:21]=[C:22]5[C:26](=[CH:27][CH:28]=4)[C:25](=[O:29])[NH:24][CH2:23]5)=[CH:18][N:19]=3)=[CH:9][CH:8]=2)[CH2:6][CH2:5]O[CH2:3][CH2:2]1.BrC1N2C=CN=C2C([NH:43][C:44]2[CH:49]=[CH:49][C:44]([N:43]3CCN(C(C)C)CC3)=[CH:45][CH:45]=2)=NC=1.CC1(C)C(C)(C)OB(C2C=C3C(=CC=2)C(=O)NC3)O1.C([O-])([O-])=O.[Na+].[Na+]. The yield is 0.550. The product is [CH:44]([N:43]1[CH2:5][CH2:6][N:1]([C:7]2[CH:12]=[CH:11][C:10]([NH:13][C:14]3[C:15]4[N:16]([CH:30]=[CH:31][N:32]=4)[C:17]([C:20]4[CH:21]=[C:22]5[C:26](=[CH:27][CH:28]=4)[C:25](=[O:29])[NH:24][CH2:23]5)=[CH:18][N:19]=3)=[CH:9][CH:8]=2)[CH2:2][CH2:3]1)([CH3:49])[CH3:45]. The catalyst is O1CCOCC1.C1C=CC([P]([Pd]([P](C2C=CC=CC=2)(C2C=CC=CC=2)C2C=CC=CC=2)([P](C2C=CC=CC=2)(C2C=CC=CC=2)C2C=CC=CC=2)[P](C2C=CC=CC=2)(C2C=CC=CC=2)C2C=CC=CC=2)(C2C=CC=CC=2)C2C=CC=CC=2)=CC=1. (2) The reactants are [C:1]([O:5][C:6]([NH:8][C:9]1[CH:18]=[C:17]([O:19][CH2:20][O:21][CH3:22])[C:16]2[C:11](=[CH:12][CH:13]=[CH:14][CH:15]=2)[CH:10]=1)=[O:7])([CH3:4])([CH3:3])[CH3:2].CN(CCN(C)C)C.[Li]CCCC.ClCC[I:39]. The catalyst is C1COCC1.CCCCCC.O.[Au]. The product is [C:1]([O:5][C:6]([NH:8][C:9]1[C:18]([I:39])=[C:17]([O:19][CH2:20][O:21][CH3:22])[C:16]2[C:11](=[CH:12][CH:13]=[CH:14][CH:15]=2)[CH:10]=1)=[O:7])([CH3:4])([CH3:3])[CH3:2]. The yield is 0.800. (3) The reactants are [F:1][C:2]1[CH:3]=[C:4]([C@H:8]2[CH2:12][CH2:11][CH2:10][N:9]2[C:13]2[CH:18]=[CH:17][N:16]3[N:19]=[CH:20][C:21]([NH2:22])=[C:15]3[N:14]=2)[CH:5]=[CH:6][CH:7]=1.[CH3:23][N:24]1[C:29](=[O:30])[CH:28]=[CH:27][C:26]([C:31](O)=[O:32])=[N:25]1.CN(C(ON1N=NC2C=CC=NC1=2)=[N+](C)C)C.F[P-](F)(F)(F)(F)F.CCN(C(C)C)C(C)C. The catalyst is CCOCC.CN(C=O)C. The product is [F:1][C:2]1[CH:3]=[C:4]([C@H:8]2[CH2:12][CH2:11][CH2:10][N:9]2[C:13]2[CH:18]=[CH:17][N:16]3[N:19]=[CH:20][C:21]([NH:22][C:31]([C:26]4[CH:27]=[CH:28][C:29](=[O:30])[N:24]([CH3:23])[N:25]=4)=[O:32])=[C:15]3[N:14]=2)[CH:5]=[CH:6][CH:7]=1. The yield is 0.330. (4) The reactants are [N:1]1[N:5]2[C:6]3[CH2:13][CH2:12][N:11]([C:14]4[CH:15]=[C:16]([NH:20]C(=O)OC(C)(C)C)[CH:17]=[CH:18][CH:19]=4)[CH2:10][C:7]=3[CH:8]=[N:9][C:4]2=[CH:3][CH:2]=1.C(O)(C(F)(F)F)=O. The catalyst is C(Cl)Cl. The product is [N:1]1[N:5]2[C:6]3[CH2:13][CH2:12][N:11]([C:14]4[CH:15]=[C:16]([NH2:20])[CH:17]=[CH:18][CH:19]=4)[CH2:10][C:7]=3[CH:8]=[N:9][C:4]2=[CH:3][CH:2]=1. The yield is 0.770. (5) The reactants are [C:1]1([S:7](Cl)(=[O:9])=[O:8])[CH:6]=[CH:5][CH:4]=[CH:3][CH:2]=1.[NH2:11][C:12]1[CH:13]=[C:14]([C@@H:26]([OH:45])[CH2:27][NH:28][C:29]([CH3:44])([CH3:43])[CH2:30][CH2:31][N:32]2[CH:36]=[C:35]([C:37]3[CH:42]=[CH:41][CH:40]=[CH:39][CH:38]=3)[N:34]=[CH:33]2)[CH:15]=[CH:16][C:17]=1[O:18][CH2:19][C:20]1[CH:25]=[CH:24][CH:23]=[CH:22][CH:21]=1. The catalyst is N1C=CC=CC=1. The product is [CH2:19]([O:18][C:17]1[CH:16]=[CH:15][C:14]([C@@H:26]([OH:45])[CH2:27][NH:28][C:29]([CH3:44])([CH3:43])[CH2:30][CH2:31][N:32]2[CH:36]=[C:35]([C:37]3[CH:38]=[CH:39][CH:40]=[CH:41][CH:42]=3)[N:34]=[CH:33]2)=[CH:13][C:12]=1[NH:11][S:7]([C:1]1[CH:6]=[CH:5][CH:4]=[CH:3][CH:2]=1)(=[O:9])=[O:8])[C:20]1[CH:25]=[CH:24][CH:23]=[CH:22][CH:21]=1. The yield is 0.990. (6) The reactants are C(Cl)(=O)C(Cl)=O.[OH:7][C:8]1[C:9]([CH3:17])=[C:10]([CH:14]=[CH:15][CH:16]=1)[C:11](O)=[O:12].C[N:19](C)C=O. The catalyst is ClCCl. The product is [OH:7][C:8]1[C:9]([CH3:17])=[C:10]([CH:14]=[CH:15][CH:16]=1)[C:11]([NH2:19])=[O:12]. The yield is 0.450.